Dataset: Catalyst prediction with 721,799 reactions and 888 catalyst types from USPTO. Task: Predict which catalyst facilitates the given reaction. (1) Reactant: Cl[C:2]1[C:11]2[CH2:10][N:9]([CH2:12][C:13]3[CH:18]=[CH:17][C:16]([O:19][CH3:20])=[CH:15][CH:14]=3)[C:8](=[O:21])[NH:7][C:6]=2[N:5]=[CH:4][CH:3]=1.[NH2:22][C:23]1[CH:28]=[CH:27][C:26]([NH:29][C:30](=[O:36])[CH2:31][C:32]([F:35])([F:34])[F:33])=[CH:25][CH:24]=1.Cl. Product: [F:33][C:32]([F:34])([F:35])[CH2:31][C:30]([NH:29][C:26]1[CH:27]=[CH:28][C:23]([NH:22][C:2]2[C:11]3[CH2:10][N:9]([CH2:12][C:13]4[CH:18]=[CH:17][C:16]([O:19][CH3:20])=[CH:15][CH:14]=4)[C:8](=[O:21])[NH:7][C:6]=3[N:5]=[CH:4][CH:3]=2)=[CH:24][CH:25]=1)=[O:36]. The catalyst class is: 37. (2) Reactant: [Cl:1][C:2]1[CH:7]=[C:6]([C:8]([F:11])([F:10])[F:9])[CH:5]=[CH:4][C:3]=1[C:12]1[C:13](=[O:32])[O:14][C:15]2[C:20]([C:21]=1[CH2:22][C:23]1[CH:28]=[CH:27][C:26]([OH:29])=[CH:25][CH:24]=1)=[CH:19][CH:18]=[C:17]([O:30][CH3:31])[CH:16]=2.Cl.Cl[CH2:35][CH2:36][N:37]1[CH2:41][CH2:40][CH2:39][CH2:38]1.C([O-])([O-])=O.[K+].[K+].[2H]C(Cl)(Cl)Cl.O. Product: [Cl:1][C:2]1[CH:7]=[C:6]([C:8]([F:10])([F:9])[F:11])[CH:5]=[CH:4][C:3]=1[C:12]1[C:13](=[O:32])[O:14][C:15]2[C:20]([C:21]=1[CH2:22][C:23]1[CH:28]=[CH:27][C:26]([O:29][CH2:35][CH2:36][N:37]3[CH2:41][CH2:40][CH2:39][CH2:38]3)=[CH:25][CH:24]=1)=[CH:19][CH:18]=[C:17]([O:30][CH3:31])[CH:16]=2. The catalyst class is: 88. (3) Reactant: ClCCCl.CC#N.C(OC1[CH:16]=[CH:15][C:14]([CH2:17][C:18]([NH:20][C:21]2[CH:26]=[C:25]([NH:27][CH3:28])[CH:24]=[CH:23][C:22]=2[N+:29]([O-:31])=[O:30])=[O:19])=[CH:13]C=1)C.[C:32](Cl)(=[O:37])[CH2:33][CH:34]([CH3:36])[CH3:35].[CH3:39][CH2:40][O:41][CH2:42][CH3:43]. Product: [CH2:40]([O:41][C:42]1[CH:16]=[CH:15][C:14]([CH2:17][C:18]([NH:20][C:21]2[CH:26]=[C:25]([N:27]([CH3:28])[C:32](=[O:37])[CH2:33][CH:34]([CH3:36])[CH3:35])[CH:24]=[CH:23][C:22]=2[N+:29]([O-:31])=[O:30])=[O:19])=[CH:13][CH:43]=1)[CH3:39]. The catalyst class is: 142. (4) Reactant: [OH-].[Na+].C(O)C.[C:6]([NH:14][C:15]1[CH:24]=[C:23]([S:25][C:26]2[CH:31]=[CH:30][CH:29]=[CH:28][CH:27]=2)[CH:22]=[CH:21][C:16]=1[C:17]([O:19]C)=[O:18])(=[O:13])[C:7]1[CH:12]=[CH:11][CH:10]=[CH:9][CH:8]=1.Cl. Product: [C:6]([NH:14][C:15]1[CH:24]=[C:23]([S:25][C:26]2[CH:31]=[CH:30][CH:29]=[CH:28][CH:27]=2)[CH:22]=[CH:21][C:16]=1[C:17]([OH:19])=[O:18])(=[O:13])[C:7]1[CH:8]=[CH:9][CH:10]=[CH:11][CH:12]=1. The catalyst class is: 13. (5) Reactant: [CH:1]([P:3](=[O:17])([CH:15]=[CH2:16])[C:4]1[CH:9]=[CH:8][C:7]([N+:10]([O-:12])=[O:11])=[C:6]([O:13][CH3:14])[CH:5]=1)=[CH2:2].Cl.[CH2:19]([NH2:21])[CH3:20].[OH-].[Na+].C(N)C1C=CC=CC=1. Product: [CH2:19]([N:21]1[CH2:16][CH2:15][P:3](=[O:17])([C:4]2[CH:9]=[CH:8][C:7]([N+:10]([O-:12])=[O:11])=[C:6]([O:13][CH3:14])[CH:5]=2)[CH2:1][CH2:2]1)[CH3:20]. The catalyst class is: 1. (6) Reactant: [NH:1]1[CH2:6][CH2:5][CH:4]([N:7]2[CH:30]=[C:29]3[C:9]([C:10](=[O:34])[NH:11][CH2:12][CH2:13][CH2:14][CH2:15][CH2:16][CH2:17][N:18]4[CH:33]=[C:21]([C:22]5[N:32]=[C:26]([C:27](=[O:31])[NH:28]3)[CH:25]=[CH:24][CH:23]=5)[CH:20]=[N:19]4)=[N:8]2)[CH2:3][CH2:2]1.C(N(C(C)C)C(C)C)C.Br[CH2:45][CH2:46][OH:47]. Product: [OH:47][CH2:46][CH2:45][N:1]1[CH2:6][CH2:5][CH:4]([N:7]2[CH:30]=[C:29]3[C:9]([C:10](=[O:34])[NH:11][CH2:12][CH2:13][CH2:14][CH2:15][CH2:16][CH2:17][N:18]4[CH:33]=[C:21]([C:22]5[N:32]=[C:26]([C:27](=[O:31])[NH:28]3)[CH:25]=[CH:24][CH:23]=5)[CH:20]=[N:19]4)=[N:8]2)[CH2:3][CH2:2]1. The catalyst class is: 3.